From a dataset of Forward reaction prediction with 1.9M reactions from USPTO patents (1976-2016). Predict the product of the given reaction. (1) Given the reactants [CH2:1]([O:8][CH2:9][Sn](CCCC)(CCCC)CCCC)[C:2]1[CH:7]=[CH:6][CH:5]=[CH:4][CH:3]=1.C([Li])CCC.[N:28]1[CH:33]=[C:32]([CH:34]2[CH2:39][CH2:38][CH2:37][N:35]2[CH3:36])[CH:31]=[CH:30][CH:29]=1.[C:40](Cl)(=[O:45])[C:41]([CH3:44])([CH3:43])[CH3:42].C(=O)=O.[NH4+].[Cl-], predict the reaction product. The product is: [CH2:1]([O:8][CH2:9][CH:31]1[CH:30]=[CH:29][N:28]([C:40](=[O:45])[C:41]([CH3:44])([CH3:43])[CH3:42])[CH:33]=[C:32]1[CH:34]1[CH2:39][CH2:38][CH2:37][N:35]1[CH3:36])[C:2]1[CH:3]=[CH:4][CH:5]=[CH:6][CH:7]=1. (2) Given the reactants [NH2:1][C:2]1[N:7]=[C:6]([N:8]2[C@H:13]([CH3:14])[CH2:12][O:11][C@H:10]([C:15]([NH:17][C:18]3[CH:23]=[CH:22][CH:21]=[CH:20][CH:19]=3)=[O:16])[CH2:9]2)[CH:5]=[C:4]([C:24]2[CH:29]=[CH:28][C:27]([C:30]#[N:31])=[C:26](F)[CH:25]=2)[N:3]=1.O.[NH2:34][NH2:35], predict the reaction product. The product is: [NH4+:1].[OH-:11].[NH2:1][C:2]1[N:7]=[C:6]([N:8]2[C@H:13]([CH3:14])[CH2:12][O:11][C@H:10]([C:15]([NH:17][C:18]3[CH:23]=[CH:22][CH:21]=[CH:20][CH:19]=3)=[O:16])[CH2:9]2)[CH:5]=[C:4]([C:24]2[CH:25]=[C:26]3[C:27]([C:30]([NH2:31])=[N:34][NH:35]3)=[CH:28][CH:29]=2)[N:3]=1.